From a dataset of Peptide-MHC class I binding affinity with 185,985 pairs from IEDB/IMGT. Regression. Given a peptide amino acid sequence and an MHC pseudo amino acid sequence, predict their binding affinity value. This is MHC class I binding data. (1) The peptide sequence is GMFTNRFGSQ. The MHC is HLA-A26:01 with pseudo-sequence HLA-A26:01. The binding affinity (normalized) is 0. (2) The peptide sequence is AWKQVLAEL. The MHC is HLA-A02:01 with pseudo-sequence HLA-A02:01. The binding affinity (normalized) is 0. (3) The peptide sequence is KLTDFGLSK. The MHC is HLA-A03:01 with pseudo-sequence HLA-A03:01. The binding affinity (normalized) is 0.698. (4) The peptide sequence is IFWRNTNPI. The MHC is HLA-A29:02 with pseudo-sequence HLA-A29:02. The binding affinity (normalized) is 0.0325. (5) The peptide sequence is YVYPDNLPR. The MHC is HLA-A03:01 with pseudo-sequence HLA-A03:01. The binding affinity (normalized) is 0.202. (6) The peptide sequence is RRNDGVVQY. The MHC is HLA-B27:05 with pseudo-sequence HLA-B27:05. The binding affinity (normalized) is 0.539. (7) The peptide sequence is LMTAISQGI. The MHC is HLA-A02:02 with pseudo-sequence HLA-A02:02. The binding affinity (normalized) is 1.00.